From a dataset of Forward reaction prediction with 1.9M reactions from USPTO patents (1976-2016). Predict the product of the given reaction. (1) Given the reactants ClC1C(C#N)=C2C(=CC=1)N(CC(O)=O)C(C)=C2S(C1C=CC(Cl)=CC=1)(=O)=O.[Cl:28][C:29]1[CH:34]=[CH:33][C:32]([S:35]([C:37]2[C:45]3[C:40](=[CH:41][CH:42]=[C:43]([C:46]#[N:47])[CH:44]=3)[N:39]([CH2:48][C:49]([O:51]C)=[O:50])[C:38]=2[CH3:53])=[O:36])=[CH:31][CH:30]=1, predict the reaction product. The product is: [Cl:28][C:29]1[CH:30]=[CH:31][C:32]([S:35]([C:37]2[C:45]3[C:40](=[CH:41][CH:42]=[C:43]([C:46]#[N:47])[CH:44]=3)[N:39]([CH2:48][C:49]([OH:51])=[O:50])[C:38]=2[CH3:53])=[O:36])=[CH:33][CH:34]=1. (2) Given the reactants [OH:1][C:2]1[CH:3]=[C:4]([C:8]2[C:17]3[C:12](=[C:13]([C:18]([F:21])([F:20])[F:19])[CH:14]=[CH:15][CH:16]=3)[N:11]=[CH:10][C:9]=2[C:22]([C:24]2[CH:29]=[CH:28][CH:27]=[CH:26][CH:25]=2)=[O:23])[CH:5]=[CH:6][CH:7]=1.[C:30]([O-])([O-])=O.[K+].[K+], predict the reaction product. The product is: [CH3:30][O:1][C:2]1[CH:3]=[C:4]([C:8]2[C:17]3[C:12](=[C:13]([C:18]([F:21])([F:19])[F:20])[CH:14]=[CH:15][CH:16]=3)[N:11]=[CH:10][C:9]=2[C:22]([C:24]2[CH:25]=[CH:26][CH:27]=[CH:28][CH:29]=2)=[O:23])[CH:5]=[CH:6][CH:7]=1.